This data is from Full USPTO retrosynthesis dataset with 1.9M reactions from patents (1976-2016). The task is: Predict the reactants needed to synthesize the given product. (1) Given the product [O:48]1[CH:47]=[CH:41][C:54]([CH2:53][N:8]2[CH:1]3[CH2:7][CH2:6][CH:5]2[CH2:4][C:3](=[C:9]2[C:22]4[CH:21]=[CH:20][CH:19]=[C:18]([C:23]([NH2:25])=[O:24])[C:17]=4[O:16][C:15]4[C:10]2=[CH:11][CH:12]=[CH:13][CH:14]=4)[CH2:2]3)=[CH:49]1.[C:28]([OH:30])([C:27]([F:32])([F:31])[F:26])=[O:29], predict the reactants needed to synthesize it. The reactants are: [CH:1]12[NH:8][CH:5]([CH2:6][CH2:7]1)[CH2:4][C:3](=[C:9]1[C:22]3[CH:21]=[CH:20][CH:19]=[C:18]([C:23]([NH2:25])=[O:24])[C:17]=3[O:16][C:15]3[C:10]1=[CH:11][CH:12]=[CH:13][CH:14]=3)[CH2:2]2.[F:26][C:27]([F:32])([F:31])[C:28]([O-:30])=[O:29].C12NC(CC1)CC(=[C:41]1[C:54]3[CH:53]=CC=C(O)[C:49]=3[O:48][C:47]3C1=CC=CC=3)C2. (2) Given the product [NH2:1][C:2]1[C:7]([C:8]#[N:9])=[C:6]([O:10][CH2:11][CH3:12])[N:5]=[C:4]([C:13]([NH:42][CH2:41][C:40]2[CH:43]=[CH:44][CH:45]=[CH:46][C:39]=2[CH3:38])=[O:15])[CH:3]=1, predict the reactants needed to synthesize it. The reactants are: [NH2:1][C:2]1[C:7]([C:8]#[N:9])=[C:6]([O:10][CH2:11][CH3:12])[N:5]=[C:4]([C:13]([OH:15])=O)[CH:3]=1.CN(C(ON1N=NC2C=CC=CC1=2)=[N+](C)C)C.[B-](F)(F)(F)F.[CH3:38][C:39]1[CH:46]=[CH:45][CH:44]=[CH:43][C:40]=1[CH2:41][NH2:42]. (3) Given the product [Cl:29][C:24]1[CH:25]=[CH:26][C:27]2[CH2:9][CH2:8][CH2:7][CH2:6][N:5]([CH3:4])[C:28]=2[CH:23]=1, predict the reactants needed to synthesize it. The reactants are: Cl.ClC(C)[CH2:4][NH:5][CH2:6][CH2:7][C:8]1C=CC(Cl)=C[CH:9]=1.[Cl-].[Al+3].[Cl-].[Cl-].[OH-].[Na+].Cl[C:23]1[CH:28]=[CH:27][CH:26]=[CH:25][C:24]=1[Cl:29]. (4) Given the product [F:32][C:29]([F:30])([F:31])[C:28]([NH:27][CH2:26][CH2:25][O:24][CH2:23][CH2:22][O:21][CH2:20][CH2:19][NH:18][S:15]([C:12]1[CH:13]=[CH:14][C:9]([OH:8])=[CH:10][CH:11]=1)(=[O:16])=[O:17])=[O:33], predict the reactants needed to synthesize it. The reactants are: C([O:8][C:9]1[CH:14]=[CH:13][C:12]([S:15]([NH:18][CH2:19][CH2:20][O:21][CH2:22][CH2:23][O:24][CH2:25][CH2:26][NH:27][C:28](=[O:33])[C:29]([F:32])([F:31])[F:30])(=[O:17])=[O:16])=[CH:11][CH:10]=1)C1C=CC=CC=1. (5) The reactants are: CO[C:3]([C:5]1[C:14]2[C:9](=[C:10]([NH:15][S:16]([C:19]3[CH:24]=[CH:23][CH:22]=[CH:21][CH:20]=3)(=[O:18])=[O:17])[CH:11]=[CH:12][CH:13]=2)[N:8]=[CH:7][CH:6]=1)=[O:4].[NH3:25]. Given the product [C:19]1([S:16]([NH:15][C:10]2[CH:11]=[CH:12][CH:13]=[C:14]3[C:9]=2[N:8]=[CH:7][CH:6]=[C:5]3[C:3]([NH2:25])=[O:4])(=[O:17])=[O:18])[CH:20]=[CH:21][CH:22]=[CH:23][CH:24]=1, predict the reactants needed to synthesize it. (6) Given the product [F:50][C:47]1[CH:48]=[CH:49][C:44]([CH2:43][N:40]2[C:41](=[O:42])[C:16]3[C:15]([OH:14])=[C:24]4[C:19]([CH:20]=[CH:21][CH:22]=[N:23]4)=[C:18]([O:25][S:26]([C:29]4[S:33][C:32]([NH:34][C:35](=[O:37])[CH3:36])=[N:31][C:30]=4[CH3:38])(=[O:28])=[O:27])[C:17]=3[CH2:39]2)=[CH:45][CH:46]=1.[C:53]([OH:55])([C:52]([F:57])([F:56])[F:51])=[O:54], predict the reactants needed to synthesize it. The reactants are: C([O:14][C:15]1[C:16]2[C:41](=[O:42])[N:40]([CH2:43][C:44]3[CH:49]=[CH:48][C:47]([F:50])=[CH:46][CH:45]=3)[CH2:39][C:17]=2[C:18]([O:25][S:26]([C:29]2[S:33][C:32]([NH:34][C:35](=[O:37])[CH3:36])=[N:31][C:30]=2[CH3:38])(=[O:28])=[O:27])=[C:19]2[C:24]=1[N:23]=[CH:22][CH:21]=[CH:20]2)(C1C=CC=CC=1)C1C=CC=CC=1.[F:51][C:52]([F:57])([F:56])[C:53]([OH:55])=[O:54].C([SiH](CC)CC)C. (7) The reactants are: [OH:1][C:2]1C=C(C=C(C)C=1)C(O)=O.[C:12](=[O:15])([O-])[O-:13].[K+].[K+].[CH3:18]I.CN([C:23]1[CH:28]=[CH:27][CH:26]=[CH:25]N=1)C.[CH3:29][C:30](C)=O. Given the product [CH3:2][O:1][C:26]1[CH:27]=[C:28]([CH:23]=[C:29]([CH3:30])[CH:25]=1)[C:12]([O:13][CH3:18])=[O:15], predict the reactants needed to synthesize it.